This data is from NCI-60 drug combinations with 297,098 pairs across 59 cell lines. The task is: Regression. Given two drug SMILES strings and cell line genomic features, predict the synergy score measuring deviation from expected non-interaction effect. Drug 2: CC1CCCC2(C(O2)CC(NC(=O)CC(C(C(=O)C(C1O)C)(C)C)O)C(=CC3=CSC(=N3)C)C)C. Drug 1: C1=CC(=C2C(=C1NCCNCCO)C(=O)C3=C(C=CC(=C3C2=O)O)O)NCCNCCO. Synergy scores: CSS=16.1, Synergy_ZIP=-9.75, Synergy_Bliss=0.540, Synergy_Loewe=-0.731, Synergy_HSA=-0.382. Cell line: OVCAR-5.